This data is from KCNQ2 potassium channel screen with 302,405 compounds. The task is: Binary Classification. Given a drug SMILES string, predict its activity (active/inactive) in a high-throughput screening assay against a specified biological target. (1) The drug is O1c2cc(C3n4[nH]c(cc4=c4c(=N3)c(cc(c4)C)C)C)ccc2OC1. The result is 0 (inactive). (2) The compound is OCCC1N(C2CCCCC2)CCN(C1)Cc1cnc(nc1)c1c(cccc1)C. The result is 0 (inactive). (3) The drug is O=C(Nc1c(ccc(c1)C)C)c1[nH][nH]\c(c1)=C1\C(=O)C=CC=C1. The result is 0 (inactive). (4) The compound is S(CC(=O)NC1C2CC(C1)CC2)c1nc(cc(n1)C)C(F)(F)F. The result is 1 (active).